This data is from Full USPTO retrosynthesis dataset with 1.9M reactions from patents (1976-2016). The task is: Predict the reactants needed to synthesize the given product. The reactants are: [F:1][C:2]1[CH:18]=[CH:17][C:5]([CH2:6][NH:7][C:8]([C:10]2([C:13]([F:16])([F:15])[F:14])[CH2:12][CH2:11]2)=[O:9])=[CH:4][C:3]=1[N+:19]([O-])=O. Given the product [NH2:19][C:3]1[CH:4]=[C:5]([CH:17]=[CH:18][C:2]=1[F:1])[CH2:6][NH:7][C:8]([C:10]1([C:13]([F:14])([F:15])[F:16])[CH2:11][CH2:12]1)=[O:9], predict the reactants needed to synthesize it.